Dataset: Peptide-MHC class I binding affinity with 185,985 pairs from IEDB/IMGT. Task: Regression. Given a peptide amino acid sequence and an MHC pseudo amino acid sequence, predict their binding affinity value. This is MHC class I binding data. (1) The peptide sequence is VVDALRNIY. The MHC is HLA-B51:01 with pseudo-sequence HLA-B51:01. The binding affinity (normalized) is 0.0847. (2) The peptide sequence is RRIFDLIEL. The MHC is HLA-A68:02 with pseudo-sequence HLA-A68:02. The binding affinity (normalized) is 0.0936. (3) The peptide sequence is QTVEDEARR. The MHC is HLA-A02:01 with pseudo-sequence HLA-A02:01. The binding affinity (normalized) is 0. (4) The peptide sequence is SLSVETITEK. The MHC is HLA-A11:01 with pseudo-sequence HLA-A11:01. The binding affinity (normalized) is 0.560. (5) The peptide sequence is QAPPPSWDQM. The MHC is Mamu-A01 with pseudo-sequence Mamu-A01. The binding affinity (normalized) is 0.583. (6) The peptide sequence is CTMERTNDL. The MHC is HLA-A02:01 with pseudo-sequence HLA-A02:01. The binding affinity (normalized) is 0.460. (7) The peptide sequence is IMPKAGLLIIV. The MHC is HLA-A02:01 with pseudo-sequence HLA-A02:01. The binding affinity (normalized) is 0.723.